Task: Predict the reactants needed to synthesize the given product.. Dataset: Full USPTO retrosynthesis dataset with 1.9M reactions from patents (1976-2016) Given the product [Cl:1][C:2]1[C:18]([Cl:19])=[C:17]([CH2:20][CH2:21][C:22](=[O:38])[C:23]2[S:24][C:25]([C:28]3[CH:33]=[CH:32][C:31]([C:34]([F:35])([F:36])[F:37])=[CH:30][CH:29]=3)=[CH:26][CH:27]=2)[CH:16]=[CH:15][C:3]=1[O:4][CH2:5][CH2:6][CH2:7][C:8]([CH3:14])([CH3:13])[C:9]([OH:11])=[O:10], predict the reactants needed to synthesize it. The reactants are: [Cl:1][C:2]1[C:18]([Cl:19])=[C:17]([CH2:20][CH2:21][C:22](=[O:38])[C:23]2[S:24][C:25]([C:28]3[CH:33]=[CH:32][C:31]([C:34]([F:37])([F:36])[F:35])=[CH:30][CH:29]=3)=[CH:26][CH:27]=2)[CH:16]=[CH:15][C:3]=1[O:4][CH2:5][CH2:6][CH2:7][C:8]([CH3:14])([CH3:13])[C:9]([O:11]C)=[O:10].[OH-].[Na+].